The task is: Regression. Given two drug SMILES strings and cell line genomic features, predict the synergy score measuring deviation from expected non-interaction effect.. This data is from NCI-60 drug combinations with 297,098 pairs across 59 cell lines. (1) Drug 1: COC1=NC(=NC2=C1N=CN2C3C(C(C(O3)CO)O)O)N. Drug 2: C(CC(=O)O)C(=O)CN.Cl. Cell line: T-47D. Synergy scores: CSS=5.38, Synergy_ZIP=-3.52, Synergy_Bliss=-3.05, Synergy_Loewe=-0.967, Synergy_HSA=-1.73. (2) Cell line: OVCAR3. Synergy scores: CSS=16.6, Synergy_ZIP=6.57, Synergy_Bliss=4.92, Synergy_Loewe=-11.5, Synergy_HSA=-0.968. Drug 1: C1CN1C2=NC(=NC(=N2)N3CC3)N4CC4. Drug 2: C1CC(=O)NC(=O)C1N2CC3=C(C2=O)C=CC=C3N. (3) Drug 1: CC(CN1CC(=O)NC(=O)C1)N2CC(=O)NC(=O)C2. Drug 2: C#CCC(CC1=CN=C2C(=N1)C(=NC(=N2)N)N)C3=CC=C(C=C3)C(=O)NC(CCC(=O)O)C(=O)O. Cell line: MALME-3M. Synergy scores: CSS=0.948, Synergy_ZIP=-4.29, Synergy_Bliss=-9.65, Synergy_Loewe=-9.65, Synergy_HSA=-9.62. (4) Drug 1: CC1CCC2CC(C(=CC=CC=CC(CC(C(=O)C(C(C(=CC(C(=O)CC(OC(=O)C3CCCCN3C(=O)C(=O)C1(O2)O)C(C)CC4CCC(C(C4)OC)O)C)C)O)OC)C)C)C)OC. Drug 2: CC12CCC3C(C1CCC2OP(=O)(O)O)CCC4=C3C=CC(=C4)OC(=O)N(CCCl)CCCl.[Na+]. Cell line: CCRF-CEM. Synergy scores: CSS=38.2, Synergy_ZIP=-1.47, Synergy_Bliss=3.00, Synergy_Loewe=-13.4, Synergy_HSA=6.11. (5) Drug 1: C1CCC(C1)C(CC#N)N2C=C(C=N2)C3=C4C=CNC4=NC=N3. Drug 2: CC1=CC=C(C=C1)C2=CC(=NN2C3=CC=C(C=C3)S(=O)(=O)N)C(F)(F)F. Cell line: MCF7. Synergy scores: CSS=11.3, Synergy_ZIP=2.04, Synergy_Bliss=6.15, Synergy_Loewe=4.69, Synergy_HSA=5.41. (6) Drug 1: C1=NC2=C(N1)C(=S)N=C(N2)N. Drug 2: CC1C(C(CC(O1)OC2CC(CC3=C2C(=C4C(=C3O)C(=O)C5=CC=CC=C5C4=O)O)(C(=O)C)O)N)O. Cell line: HOP-92. Synergy scores: CSS=59.8, Synergy_ZIP=-5.13, Synergy_Bliss=-6.45, Synergy_Loewe=0.770, Synergy_HSA=2.46. (7) Drug 1: CC1=C2C(C(=O)C3(C(CC4C(C3C(C(C2(C)C)(CC1OC(=O)C(C(C5=CC=CC=C5)NC(=O)OC(C)(C)C)O)O)OC(=O)C6=CC=CC=C6)(CO4)OC(=O)C)OC)C)OC. Drug 2: CCC1=CC2CC(C3=C(CN(C2)C1)C4=CC=CC=C4N3)(C5=C(C=C6C(=C5)C78CCN9C7C(C=CC9)(C(C(C8N6C)(C(=O)OC)O)OC(=O)C)CC)OC)C(=O)OC.C(C(C(=O)O)O)(C(=O)O)O. Cell line: TK-10. Synergy scores: CSS=57.2, Synergy_ZIP=1.69, Synergy_Bliss=1.30, Synergy_Loewe=0.617, Synergy_HSA=6.87. (8) Drug 1: COC1=NC(=NC2=C1N=CN2C3C(C(C(O3)CO)O)O)N. Drug 2: CCN(CC)CCCC(C)NC1=C2C=C(C=CC2=NC3=C1C=CC(=C3)Cl)OC. Cell line: A549. Synergy scores: CSS=15.3, Synergy_ZIP=-1.46, Synergy_Bliss=0.898, Synergy_Loewe=-25.1, Synergy_HSA=-0.619. (9) Drug 1: C1=CN(C(=O)N=C1N)C2C(C(C(O2)CO)O)O.Cl. Drug 2: CC1=C2C(C(=O)C3(C(CC4C(C3C(C(C2(C)C)(CC1OC(=O)C(C(C5=CC=CC=C5)NC(=O)OC(C)(C)C)O)O)OC(=O)C6=CC=CC=C6)(CO4)OC(=O)C)O)C)O. Cell line: SF-539. Synergy scores: CSS=17.1, Synergy_ZIP=-6.03, Synergy_Bliss=0.196, Synergy_Loewe=-3.03, Synergy_HSA=0.199.